Dataset: Experimentally validated miRNA-target interactions with 360,000+ pairs, plus equal number of negative samples. Task: Binary Classification. Given a miRNA mature sequence and a target amino acid sequence, predict their likelihood of interaction. (1) The miRNA is hsa-miR-4795-3p with sequence AUAUUAUUAGCCACUUCUGGAU. The protein sequence of the target gene is MKILLLCVALLLIWDNGMVLGEQEVSDNELQELSTQGSRYINKEIQNAVQGVKHIKTLIEKTNAERKSLLNSLEEAKKKKEDALEDTRDSEMKLKAFPEVCNETMMALWEECKPCLKHTCMKFYARVCRSGSGLVGQQLEEFLNQSSPFYFWMNGDRIDSLLESDRQQSQVLDAMQDSFARASGIIDTLFQDRFFARELHDPHYFSPIGFPHKRPHFLYPKSRLVRSLMSPSHYGPPSFHNMFQPFFEMIHQAQQAMDVQLHSPAFQFPDVDFLREGEDDRTVCKEIRRNSTGCLKMKGQ.... Result: 0 (no interaction). (2) The miRNA is hsa-miR-6506-5p with sequence ACUGGGAUGUCACUGAAUAUGGU. The protein sequence of the target gene is MAMIELGFGRQNFHPLKRKSSLLLKLIAVVFAVLLFCEFLIYYLAIFQCNWPEVKTTASDGEQTTREPVLKAMFLADTHLLGEFLGHWLDKLRREWQMERAFQTALWLLQPEVVFILGDIFDEGKWSTPEAWADDVERFQKMFRHPSHVQLKVVAGNHDIGFHYEMNTYKVERFEKVFSSERLFSWKGINFVMVNSVALNGDGCGICSETEAELIEVSHRLNCSREARGSSRCGPGPLLPTSAPVLLQHYPLYRRSDANCSGEDAAPAEERDIPFKENYDVLSREASQKLLWWLQPRLVL.... Result: 1 (interaction). (3) The miRNA is hsa-miR-652-5p with sequence CAACCCUAGGAGAGGGUGCCAUUCA. The protein sequence of the target gene is MEADGQSWAGESVSGPGPGGGGMIRELCRGFSRYRRYLGRLRQNLRETQKFFRDIKCSHSHSCPSSPAGGGAAELGPAGDVAEAPLPAGQLSCISFPPMEETYLQQLVDRLPCILILGQDCNAKCQLLNLLLGVQVLPTLKLDSDESCKLRRLRFTYGTRTRVSLALPGQYELVHTLASHQDNWETIPEEDLEVQEDSEDAAHVLADLEVTMHHALLQEVDIVVAPCPSHRPSVDVLSDLANDFLPVITYALHKDELSERGEQELREVRQYFSFPMFFFKVPKLEIISSSSGRAESERSP.... Result: 0 (no interaction). (4) The miRNA is hsa-miR-4503 with sequence UUUAAGCAGGAAAUAGAAUUUA. The protein sequence of the target gene is MADDFGFFSSSESGAPEAAEEDPAAAFLAQQESEIAGIENDEGFGAPAGSHAAPAQPGPTSGAGSEDMGTTVNGDVFQEANGPADGYAAIAQADRLTQEPESIRKWREEQRKRLQELDAASKVTEQEWREKAKKDLEEWNQRQSEQVEKNKINNRIADKAFYQQPDADIIGYVASEEAFVKESKEETPGTEWEKVAQLCDFNPKSSKQCKDVSRLRSVLMSLKQTPLSR. Result: 1 (interaction).